Dataset: Forward reaction prediction with 1.9M reactions from USPTO patents (1976-2016). Task: Predict the product of the given reaction. (1) Given the reactants [C:1]([O:5][C:6]([C@@:8]12[CH2:14][C:13](=[CH2:15])[C@@H:12]1[CH2:11][N:10]([C:16]([O:18][CH2:19][C:20]1[CH:25]=[CH:24][CH:23]=[CH:22][CH:21]=1)=[O:17])[CH2:9]2)=[O:7])([CH3:4])([CH3:3])[CH3:2].C12BC(CCC1)CCC2.[OH-:35].[Na+].OO, predict the reaction product. The product is: [C:1]([O:5][C:6]([C@@:8]12[CH2:14][C@H:13]([CH2:15][OH:35])[C@@H:12]1[CH2:11][N:10]([C:16]([O:18][CH2:19][C:20]1[CH:21]=[CH:22][CH:23]=[CH:24][CH:25]=1)=[O:17])[CH2:9]2)=[O:7])([CH3:4])([CH3:2])[CH3:3]. (2) Given the reactants [Cl:1][C:2]1[CH:3]=[C:4]([C:9]([NH:11][C:12]2[CH:16]=[C:15]([CH3:17])[N:14]([CH2:18][C:19]3[CH:24]=[C:23]([Cl:25])[CH:22]=[CH:21][C:20]=3[O:26][CH2:27][CH:28]([CH3:30])[CH3:29])[N:13]=2)=[O:10])[CH:5]=[N:6][C:7]=1Cl.[NH:31]1[CH2:35][CH2:34][CH2:33][CH2:32]1, predict the reaction product. The product is: [Cl:1][C:2]1[CH:3]=[C:4]([C:9]([NH:11][C:12]2[CH:16]=[C:15]([CH3:17])[N:14]([CH2:18][C:19]3[CH:24]=[C:23]([Cl:25])[CH:22]=[CH:21][C:20]=3[O:26][CH2:27][CH:28]([CH3:30])[CH3:29])[N:13]=2)=[O:10])[CH:5]=[N:6][C:7]=1[N:31]1[CH2:35][CH2:34][CH2:33][CH2:32]1. (3) The product is: [Br:41][CH2:13][C:4]1[CH:5]=[C:6]([O:8][C:9]([F:12])([F:11])[F:10])[CH:7]=[C:2]([Cl:1])[CH:3]=1. Given the reactants [Cl:1][C:2]1[CH:3]=[C:4]([CH2:13]O)[CH:5]=[C:6]([O:8][C:9]([F:12])([F:11])[F:10])[CH:7]=1.C1(P(C2C=CC=CC=2)C2C=CC=CC=2)C=CC=CC=1.C1C(=O)N([Br:41])C(=O)C1.O, predict the reaction product.